Predict the reactants needed to synthesize the given product. From a dataset of Full USPTO retrosynthesis dataset with 1.9M reactions from patents (1976-2016). (1) Given the product [Cl:8][C:6]1[CH:5]=[C:4]([O:13][CH:12]([C:14]2[CH:19]=[CH:18][CH:17]=[CH:16][C:15]=2[N:20]2[CH:24]=[CH:23][N:22]=[CH:21]2)[C:11]([F:10])([F:26])[F:25])[N:3]=[C:2]([NH2:1])[N:7]=1, predict the reactants needed to synthesize it. The reactants are: [NH2:1][C:2]1[N:7]=[C:6]([Cl:8])[CH:5]=[C:4](Cl)[N:3]=1.[F:10][C:11]([F:26])([F:25])[CH:12]([C:14]1[CH:19]=[CH:18][CH:17]=[CH:16][C:15]=1[N:20]1[CH:24]=[CH:23][N:22]=[CH:21]1)[OH:13].[H-].[Na+]. (2) Given the product [C:16](=[O:17])([OH:25])[NH2:15].[F:7][C@H:13]1[CH2:12][CH2:11][CH2:10][C@H:9]([NH:15][C:16](=[O:25])[O:17][CH2:18][C:19]2[CH:24]=[CH:23][CH:22]=[CH:21][CH:20]=2)[C@@H:8]1[OH:14], predict the reactants needed to synthesize it. The reactants are: C1C=CN=CC=1.[FH:7].[CH:8]12[O:14][CH:13]1[CH2:12][CH2:11][CH2:10][CH:9]2[NH:15][C:16](=[O:25])[O:17][CH2:18][C:19]1[CH:24]=[CH:23][CH:22]=[CH:21][CH:20]=1.C(=O)(O)[O-].[Na+]. (3) The reactants are: [Cl:1][C:2]1[C:7]([Cl:8])=[CH:6][C:5]([NH:9][CH2:10][C:11]([N:13]2[CH2:18][CH2:17][N:16]([CH:19]3[CH2:22][N:21](C(OC(C)(C)C)=O)[CH2:20]3)[CH2:15][CH2:14]2)=[O:12])=[C:4]([OH:30])[CH:3]=1.Cl.CO. Given the product [ClH:1].[Cl:1][C:2]1[C:7]([Cl:8])=[CH:6][C:5]([NH:9][CH2:10][C:11]([N:13]2[CH2:18][CH2:17][N:16]([CH:19]3[CH2:22][NH:21][CH2:20]3)[CH2:15][CH2:14]2)=[O:12])=[C:4]([OH:30])[CH:3]=1, predict the reactants needed to synthesize it.